From a dataset of Catalyst prediction with 721,799 reactions and 888 catalyst types from USPTO. Predict which catalyst facilitates the given reaction. (1) Product: [CH2:38]([N:45]([CH:46]([CH3:48])[CH3:47])[C:22]([NH:3][C@H:4]1[CH2:9][CH2:8][C@H:7]([C:10]([N:12]2[CH2:13][CH2:14][N:15]([CH:18]([CH3:20])[CH3:19])[CH2:16][CH2:17]2)=[O:11])[CH2:6][CH2:5]1)=[O:23])[C:39]1[CH:44]=[CH:43][CH:42]=[CH:41][CH:40]=1. The catalyst class is: 2. Reactant: Cl.Cl.[NH2:3][C@@H:4]1[CH2:9][CH2:8][C@H:7]([C:10]([N:12]2[CH2:17][CH2:16][N:15]([CH:18]([CH3:20])[CH3:19])[CH2:14][CH2:13]2)=[O:11])[CH2:6][CH2:5]1.Cl[C:22](OC1C=CC=CC=1)=[O:23].CCN(CC)CC.[CH2:38]([NH:45][CH:46]([CH3:48])[CH3:47])[C:39]1[CH:44]=[CH:43][CH:42]=[CH:41][CH:40]=1. (2) The catalyst class is: 566. Product: [CH3:1][C:2]1[CH:3]=[C:4]([C:5]2[NH:24][C:22](=[O:23])[C:21]3[C:20](=[CH:28][C:27]([O:29][CH3:30])=[CH:26][C:25]=3[O:31][CH3:32])[N:19]=2)[CH:7]=[C:8]([CH3:18])[C:9]=1[O:10][CH2:11][C@@H:12]1[CH2:16][CH2:15][C:14](=[O:17])[NH:13]1. Reactant: [CH3:1][C:2]1[CH:3]=[C:4]([CH:7]=[C:8]([CH3:18])[C:9]=1[O:10][CH2:11][C@@H:12]1[CH2:16][CH2:15][C:14](=[O:17])[NH:13]1)[CH:5]=O.[NH2:19][C:20]1[CH:28]=[C:27]([O:29][CH3:30])[CH:26]=[C:25]([O:31][CH3:32])[C:21]=1[C:22]([NH2:24])=[O:23].OS([O-])=O.[Na+].CC1C=CC(S(O)(=O)=O)=CC=1.